Dataset: Catalyst prediction with 721,799 reactions and 888 catalyst types from USPTO. Task: Predict which catalyst facilitates the given reaction. (1) Reactant: [ClH:1].C(OCC)C.[CH2:7]([NH:10][C:11]1[N:16]=[C:15]([NH:17][CH2:18][CH2:19][CH3:20])[N:14]=[C:13]([NH:21][O:22][CH3:23])[N:12]=1)[CH2:8][CH3:9]. Product: [ClH:1].[CH2:7]([NH:10][C:11]1[N:16]=[C:15]([NH:17][CH2:18][CH2:19][CH3:20])[N:14]=[C:13]([NH:21][O:22][CH3:23])[N:12]=1)[CH2:8][CH3:9]. The catalyst class is: 12. (2) Reactant: [H-].[Na+].[Br:3][C:4]1[CH:5]=[C:6]([C:11](=[O:19])[CH2:12]P(=O)(OC)OC)[CH:7]=[C:8]([F:10])[CH:9]=1.[Br:20][C:21]1[CH:22]=[C:23]([CH:26]=[CH:27][CH:28]=1)[CH:24]=O.C([O-])(O)=O.[Na+]. Product: [Br:3][C:4]1[CH:5]=[C:6]([C:11](=[O:19])/[CH:12]=[CH:24]/[C:23]2[CH:26]=[CH:27][CH:28]=[C:21]([Br:20])[CH:22]=2)[CH:7]=[C:8]([F:10])[CH:9]=1. The catalyst class is: 56. (3) Reactant: [NH:1]1[C:5]2=[CH:6][N:7]=[CH:8][CH:9]=[C:4]2[C:3]2([CH2:11][CH2:10]2)[C:2]1=[O:12].CC(C)([O-])C.[Na+].[Cl:19][C:20]1[CH:36]=[CH:35][C:23]2[N:24]([CH2:29][CH2:30][S:31]([CH3:34])(=[O:33])=[O:32])[C:25]([CH2:27]Cl)=[N:26][C:22]=2[CH:21]=1. Product: [Cl:19][C:20]1[CH:36]=[CH:35][C:23]2[N:24]([CH2:29][CH2:30][S:31]([CH3:34])(=[O:32])=[O:33])[C:25]([CH2:27][N:1]3[C:5]4=[CH:6][N:7]=[CH:8][CH:9]=[C:4]4[C:3]4([CH2:10][CH2:11]4)[C:2]3=[O:12])=[N:26][C:22]=2[CH:21]=1. The catalyst class is: 42. (4) Reactant: [NH2:1][C:2]1[CH:7]=[C:6]([NH:8][CH2:9][C:10]2[CH:15]=[CH:14][C:13]([F:16])=[CH:12][CH:11]=2)[CH:5]=[CH:4][C:3]=1[N+:17]([O-])=O.[Cl-].[NH4+].C(N(C(C)C)CC)(C)C.Cl[C:32]([O:34][CH2:35][CH3:36])=[O:33]. Product: [CH3:36][CH2:35][O:34][C:32]([NH:17][C:3]1[CH:4]=[CH:5][C:6]([NH:8][CH2:9][C:10]2[CH:15]=[CH:14][C:13]([F:16])=[CH:12][CH:11]=2)=[CH:7][C:2]=1[NH2:1])=[O:33]. The catalyst class is: 406. (5) Reactant: [F:1][C:2]([F:40])([F:39])[C:3]1[CH:4]=[C:5]([CH2:13][N:14]([CH3:38])[C:15]([N:17]2[CH2:29][CH2:28][C@:20]3([NH:24][C@H:23]([C:25]([NH2:27])=[O:26])[CH2:22][CH2:21]3)[CH2:19][C@@H:18]2[C:30]2[CH:35]=[CH:34][C:33]([F:36])=[CH:32][C:31]=2[CH3:37])=[O:16])[CH:6]=[C:7]([C:9]([F:12])([F:11])[F:10])[CH:8]=1.[ClH:41]. Product: [ClH:41].[F:40][C:2]([F:1])([F:39])[C:3]1[CH:4]=[C:5]([CH2:13][N:14]([CH3:38])[C:15]([N:17]2[CH2:29][CH2:28][C@:20]3([NH:24][C@H:23]([C:25]([NH2:27])=[O:26])[CH2:22][CH2:21]3)[CH2:19][C@@H:18]2[C:30]2[CH:35]=[CH:34][C:33]([F:36])=[CH:32][C:31]=2[CH3:37])=[O:16])[CH:6]=[C:7]([C:9]([F:10])([F:12])[F:11])[CH:8]=1. The catalyst class is: 27. (6) Reactant: Br[CH2:2][C:3]1[CH:8]=[CH:7][C:6]([C:9]([F:12])([F:11])[F:10])=[CH:5][CH:4]=1.C(=O)([O-])[O-].[Cs+].[Cs+].[OH:19][N:20]=[C:21]([C:23]1[CH:24]=[CH:25][C:26]([O:29][CH2:30][C:31]([O:33][CH3:34])=[O:32])=[N:27][CH:28]=1)[CH3:22]. Product: [F:10][C:9]([F:12])([F:11])[C:6]1[CH:7]=[CH:8][C:3]([CH2:2][O:19][N:20]=[C:21]([C:23]2[CH:24]=[CH:25][C:26]([O:29][CH2:30][C:31]([O:33][CH3:34])=[O:32])=[N:27][CH:28]=2)[CH3:22])=[CH:4][CH:5]=1. The catalyst class is: 3. (7) Reactant: [CH2:1]([O:8][C:9]1[CH:14]=[CH:13][N:12]([C:15]2[CH:16]=[CH:17][C:18]3[C:19]4[CH2:28][NH:27][CH2:26][CH2:25][C:20]=4[N:21]([CH3:24])[C:22]=3[CH:23]=2)[C:11](=[O:29])[CH:10]=1)[C:2]1[CH:7]=[CH:6][CH:5]=[CH:4][CH:3]=1.Cl.[N:31]1([CH2:36][CH2:37][C:38](O)=[O:39])[CH2:35][CH2:34][CH2:33][CH2:32]1.CCN(CC)CC. Product: [CH2:1]([O:8][C:9]1[CH:14]=[CH:13][N:12]([C:15]2[CH:16]=[CH:17][C:18]3[C:19]4[CH2:28][N:27]([C:38](=[O:39])[CH2:37][CH2:36][N:31]5[CH2:35][CH2:34][CH2:33][CH2:32]5)[CH2:26][CH2:25][C:20]=4[N:21]([CH3:24])[C:22]=3[CH:23]=2)[C:11](=[O:29])[CH:10]=1)[C:2]1[CH:3]=[CH:4][CH:5]=[CH:6][CH:7]=1. The catalyst class is: 3. (8) Reactant: [CH3:1][N:2]([CH3:20])[C:3]([CH2:5][NH:6][C:7](=[O:19])[C:8]1[CH:13]=[CH:12][C:11]([NH:14][CH3:15])=[C:10]([N+:16]([O-])=O)[CH:9]=1)=[O:4]. Product: [NH2:16][C:10]1[CH:9]=[C:8]([CH:13]=[CH:12][C:11]=1[NH:14][CH3:15])[C:7]([NH:6][CH2:5][C:3](=[O:4])[N:2]([CH3:20])[CH3:1])=[O:19]. The catalyst class is: 19.